Dataset: Peptide-MHC class II binding affinity with 134,281 pairs from IEDB. Task: Regression. Given a peptide amino acid sequence and an MHC pseudo amino acid sequence, predict their binding affinity value. This is MHC class II binding data. (1) The peptide sequence is PIIIDQKYCPNKICT. The MHC is DRB1_1602 with pseudo-sequence DRB1_1602. The binding affinity (normalized) is 0.256. (2) The peptide sequence is AIQQVRSLIGNEEFLDY. The MHC is DRB1_0901 with pseudo-sequence DRB1_0901. The binding affinity (normalized) is 0.613. (3) The peptide sequence is NYNCKILPNTLVLDF. The MHC is HLA-DQA10401-DQB10402 with pseudo-sequence HLA-DQA10401-DQB10402. The binding affinity (normalized) is 0.242. (4) The peptide sequence is GTGQYQGNLSNTQLT. The MHC is DRB1_0101 with pseudo-sequence DRB1_0101. The binding affinity (normalized) is 0.623. (5) The peptide sequence is QKEYMERQGKTPLGL. The MHC is H-2-IAb with pseudo-sequence H-2-IAb. The binding affinity (normalized) is 0.